From a dataset of Peptide-MHC class I binding affinity with 185,985 pairs from IEDB/IMGT. Regression. Given a peptide amino acid sequence and an MHC pseudo amino acid sequence, predict their binding affinity value. This is MHC class I binding data. (1) The peptide sequence is LHAVGQAAE. The MHC is Mamu-B08 with pseudo-sequence Mamu-B08. The binding affinity (normalized) is 0. (2) The binding affinity (normalized) is 0.0847. The peptide sequence is SLMASSPTSI. The MHC is HLA-C04:01 with pseudo-sequence HLA-C04:01. (3) The peptide sequence is RPRLWRSVI. The MHC is HLA-B46:01 with pseudo-sequence HLA-B46:01. The binding affinity (normalized) is 0.0847. (4) The peptide sequence is RPMTYKAAV. The MHC is HLA-B08:01 with pseudo-sequence HLA-B08:01. The binding affinity (normalized) is 0.747. (5) The peptide sequence is KQNMLHVII. The MHC is HLA-A32:01 with pseudo-sequence HLA-A32:01. The binding affinity (normalized) is 0.930. (6) The peptide sequence is KSVGVERTM. The MHC is HLA-B27:03 with pseudo-sequence HLA-B27:03. The binding affinity (normalized) is 0.0847.